From a dataset of NCI-60 drug combinations with 297,098 pairs across 59 cell lines. Regression. Given two drug SMILES strings and cell line genomic features, predict the synergy score measuring deviation from expected non-interaction effect. (1) Drug 1: CCCS(=O)(=O)NC1=C(C(=C(C=C1)F)C(=O)C2=CNC3=C2C=C(C=N3)C4=CC=C(C=C4)Cl)F. Drug 2: C1=CC(=C2C(=C1NCCNCCO)C(=O)C3=C(C=CC(=C3C2=O)O)O)NCCNCCO. Cell line: RXF 393. Synergy scores: CSS=34.3, Synergy_ZIP=10.5, Synergy_Bliss=10.7, Synergy_Loewe=4.24, Synergy_HSA=13.8. (2) Drug 1: C1=NC(=NC(=O)N1C2C(C(C(O2)CO)O)O)N. Drug 2: CS(=O)(=O)CCNCC1=CC=C(O1)C2=CC3=C(C=C2)N=CN=C3NC4=CC(=C(C=C4)OCC5=CC(=CC=C5)F)Cl. Cell line: NCIH23. Synergy scores: CSS=3.76, Synergy_ZIP=-3.65, Synergy_Bliss=-3.94, Synergy_Loewe=-5.99, Synergy_HSA=-3.94. (3) Drug 1: C1C(C(OC1N2C=NC3=C(N=C(N=C32)Cl)N)CO)O. Drug 2: CCCCCOC(=O)NC1=NC(=O)N(C=C1F)C2C(C(C(O2)C)O)O. Cell line: UO-31. Synergy scores: CSS=28.5, Synergy_ZIP=-1.18, Synergy_Bliss=-1.12, Synergy_Loewe=-30.2, Synergy_HSA=-1.15. (4) Drug 1: CC1=C(C=C(C=C1)NC2=NC=CC(=N2)N(C)C3=CC4=NN(C(=C4C=C3)C)C)S(=O)(=O)N.Cl. Drug 2: CCC1=CC2CC(C3=C(CN(C2)C1)C4=CC=CC=C4N3)(C5=C(C=C6C(=C5)C78CCN9C7C(C=CC9)(C(C(C8N6C)(C(=O)OC)O)OC(=O)C)CC)OC)C(=O)OC.C(C(C(=O)O)O)(C(=O)O)O. Cell line: OVCAR-8. Synergy scores: CSS=44.5, Synergy_ZIP=1.78, Synergy_Bliss=5.19, Synergy_Loewe=-2.73, Synergy_HSA=5.59. (5) Drug 1: C1C(C(OC1N2C=C(C(=O)NC2=O)F)CO)O. Drug 2: CC(C)NC(=O)C1=CC=C(C=C1)CNNC.Cl. Cell line: UACC-257. Synergy scores: CSS=2.19, Synergy_ZIP=-0.126, Synergy_Bliss=1.86, Synergy_Loewe=-0.923, Synergy_HSA=-0.438. (6) Drug 1: C1=C(C(=O)NC(=O)N1)F. Drug 2: COC1=C2C(=CC3=C1OC=C3)C=CC(=O)O2. Cell line: NCIH23. Synergy scores: CSS=39.3, Synergy_ZIP=-4.68, Synergy_Bliss=-9.90, Synergy_Loewe=-12.0, Synergy_HSA=-9.86.